Dataset: Forward reaction prediction with 1.9M reactions from USPTO patents (1976-2016). Task: Predict the product of the given reaction. (1) Given the reactants C([O:4][C:5]1[C:9]2[CH:10]=[CH:11][CH:12]=[CH:13][C:8]=2[O:7][C:6]=1[CH2:14][CH2:15][CH2:16][CH3:17])(=O)C.Cl.[OH-].[Na+], predict the reaction product. The product is: [CH2:14]([CH:6]1[C:5](=[O:4])[C:9]2[CH:10]=[CH:11][CH:12]=[CH:13][C:8]=2[O:7]1)[CH2:15][CH2:16][CH3:17]. (2) Given the reactants C1(C)C=CC=CC=1.N1CCCCC1.[CH3:14][O:15][C:16]1[CH:21]=[CH:20][CH:19]=[CH:18][C:17]=1[C:22]1[CH:23]=[C:24]([C:31]2[CH:38]=[CH:37][C:34]([CH:35]=O)=[CH:33][CH:32]=2)[CH:25]=[C:26]2[O:30][CH2:29][O:28][C:27]=12.[S:39]1[CH2:43][C:42](=[O:44])[NH:41][C:40]1=[O:45], predict the reaction product. The product is: [CH3:14][O:15][C:16]1[CH:21]=[CH:20][CH:19]=[CH:18][C:17]=1[C:22]1[CH:23]=[C:24]([C:31]2[CH:32]=[CH:33][C:34]([CH:35]=[C:43]3[S:39][C:40](=[O:45])[NH:41][C:42]3=[O:44])=[CH:37][CH:38]=2)[CH:25]=[C:26]2[O:30][CH2:29][O:28][C:27]=12. (3) Given the reactants [Cl:1][C:2]1[CH:7]=[C:6](I)[CH:5]=[CH:4][N:3]=1.[S:9]1[CH:13]=[CH:12][CH:11]=[C:10]1B(O)O.C1COCC1.C(=O)([O-])[O-].[Na+].[Na+], predict the reaction product. The product is: [Cl:1][C:2]1[CH:7]=[C:6]([C:10]2[S:9][CH:13]=[CH:12][CH:11]=2)[CH:5]=[CH:4][N:3]=1.